Dataset: Human Reference Interactome with 51,813 positive PPI pairs across 8,248 proteins, plus equal number of experimentally-validated negative pairs. Task: Binary Classification. Given two protein amino acid sequences, predict whether they physically interact or not. (1) Protein 1 (ENSG00000176463) has sequence MQGKKPGGSSGGGRSGELQGDEAQRNKKKKKKVSCFSNIKIFLVSECALMLAQGTVGAYLVSVLTTLERRFNLQSADVGVIASSFEIGNLALILFVSYFGARGHRPRLIGCGGIVMALGALLSALPEFLTHQYKYEAGEIRWGAEGRDVCAANGSGGDEGPDPDLICRNRTATNMMYLLLIGAQVLLGIGATPVQPLGVSYIDDHVRRKDSSLYIGILFTMLVFGPACGFILGSFCTKIYVDAVFIDTSNLDITPDDPRWIGAWWGGFLLCGALLFFSSLLMFGFPQSLPPHSEPAMESE.... Protein 2 (ENSG00000175756) has sequence MLLGRLTSQLLRAVPWAGGRPPWPVSGVLGSRVCGPLYSTSPAGPGRAASLPRKGAQLELEEMLVPRKMSVSPLESWLTARCFLPRLDTGTAGTVAPPQSYQCPPSQIGEGAEQGDEGVADAPQIQCKNVLKIRRRKMNHHKYRKLVKKTRFLRRKVQEGRLRRKQIKFEKDLRRIWLKAGLKEAPEGWQTPKIYLRGK*. Result: 0 (the proteins do not interact). (2) Protein 1 (ENSG00000154710) has sequence MSLKSERRGIHVDQSDLLCKKGCGYYGNPAWQGFCSKCWREEYHKARQKQIQEDWELAERLQREEEEAFASSQSSQGAQSLTFSKFEEKKTNEKTRKVTTVKKFFSASSRVGSKKEIQEAKAPSPSINRQTSIETDRVSKEFIEFLKTFHKTGQEIYKQTKLFLEGMHYKRDLSIEEQSECAQDFYHNVAERMQTRGKVPPERVEKIMDQIEKYIMTRLYKYVFCPETTDDEKKDLAIQKRIRALRWVTPQMLCVPVNEDIPEVSDMVVKAITDIIEMDSKRVPRDKLACITKCSKHIFN.... Protein 2 (ENSG00000173421) has sequence MNFNVWNIKEMLSIPSGSGNKKSSNWNNNQNDYSSLSDSQFLFGSQFCPENSETLSAPLDFGAHLRHSKQSQQNYLEGEPSIFTKYQTKPQLFGGDIKDGGLFPPPLSVGKSKGLLEQFEEKKKRAKDKCDSETLYNFVSNVRESILRLQTSVEKSEDHLSSRSQSILDSLETVAKTLQETIQAQNDLVFEAVQDKGNMEQAILEMKKRFEARQGEFIEMKSNLKHLEVLVAQQSQEFQQLCEQLGQLNVPSVLAELKRLISVPPVKDSASQTSPPLAQSLNLTRQEKYTSEKPVLWQAQ.... Result: 1 (the proteins interact). (3) Protein 1 (ENSG00000170298) has sequence MAFSGSQAPYLSPAVPFSGTIQGGLQDGFQITVNGAVLSSSGTRFAVDFQTGFSGNDIAFHFNPRFEDGGYVVCNTRQKGRWGPEERKMHMPFQKGMPFDLCFLVQSSDFKVMVNGSLFVQYFHRVPFHRVDTISVNGSVQLSYISFQNPRTVPVQPAFSTVPFSQPVCFPPRPRGRRQKPPSVRPANPAPITQTVIHTVQSASGQMFSTPAIPPMMYPHPAYPMPFITTIPGGLYPSKSIILSGTVLPSAQRFHINLCSGSHIAFHMNPRFDENAVVRNTQINNSWGSEERSLPRKMPF.... Protein 2 (ENSG00000105398) has sequence MSDDFLWFEGIAFPTMGFRSETLRKVRDEFVIRDEDVIILTYPKSGTNWLAEILCLMHSKGDAKWIQSVPIWERSPWVESEIGYTALSETESPRLFSSHLPIQLFPKSFFSSKAKVIYLMRNPRDVLVSGYFFWKNMKFIKKPKSWEEYFEWFCQGTVLYGSWFDHIHGWMPMREEKNFLLLSYEELKQDTGRTIEKICQFLGKTLEPEELNLILKNSSFQSMKENKMSNYSLLSVDYVVDKAQLLRKGVSGDWKNHFTVAQAEDFDKLFQEKMADLPRELFPWE*. Result: 0 (the proteins do not interact). (4) Protein 1 (ENSG00000162664) has sequence MDFEDDYTHSACRNTYQGFNGMDRDYGPGSYGGMDRDYGHGSYGGQRSMDSYLNQSYGMDNHSGGGGGSR*MDFEDDYTHSACRNTYQGFNGMDRDYGPGSYGGMDRDYGHGSYGGQRSMDSYLNQSYGMDNHSGGGGGSRFGPYESYDSRSSLGGRDLYRSGYGFNEPEQSRFGGSYGGRFESSYRNSLDSFGGRNQGGSSWEAPYSRSKLRPGFMEDRGRENYSSYSSFSSPHMKPAPVGSRGRGTPAYPESTFGSRNYDAFGGPSTGRGRGRGHMGDFGSIHRPGIVVDYQNKSTNV.... Protein 2 (ENSG00000170484) has sequence MSRQLNIKSSGDKGNFSVHSAVVPRKAVGSLASYCAAGRGAGAGFGSRSLYSLGGNRRISFNVAGGGVRAGGYGFRPGSGYGGGRASGFAGSMFGSVALGPACLSVCPPGGIHQVTVNKSLLAPLNVELDPEIQKVRAQEREQIKVLNDKFASFIDKVRFLEQQNQVLETKWELLQQLDLNNCKKNLEPILEGYISNLRKQLETLSGDRVRLDSELRSMRDLVEDYKKRYEVEINRRTTAENEFVVLKKDADAAYAVKVELQAKVDSLDKEIKFLKCLYDAEIAQIQTHASETSVILSMD.... Result: 0 (the proteins do not interact). (5) Protein 1 (ENSG00000185681) has sequence MEYTGSKYIGEYVDGRMEGKAKYILPTETIYVGEMKDGMFHGEGTLYFPSGSQYDAIWENGLAIKGTYTFSDGLHYDEKNWHYCDGYDRRFYTEILNGLKPAGMAQLTNMDPPRKIPKGYYDCGDGFYNPVTRVVKDYRNRFLRNADDDEHEWITRTCRKG*MEGKAKYILPTETIYVGEMKDGMFHGEGTLYFPSGSQYDAIWENGLAIKGTYTFSDGLHYDEKNWHYCDGYDRRFYTEILNGLKPAGMAQLTNMDPPRKIPKGYYDCGDGMEYTGSKYIGEYVDGRMEGKAKYILPTE.... Protein 2 (ENSG00000007312) has sequence MARLALSPVPSHWMVALLLLLSAEPVPAARSEDRYRNPKGSACSRIWQSPRFIARKRGFTVKMHCYMNSASGNVSWLWKQEMDENPQQLKLEKGRMEESQNESLATLTIQGIRFEDNGIYFCQQKCNNTSEVYQGCGTELRVMGFSTLAQLKQRNTLKDGIIMIQTLLIILFIIVPIFLLLDKDDSKAGMEEDHTYEGLDIDQTATYEDIVTLRTGEVKWSVGEHPGQE*MARLALSPVPSHWMVALLLLLSAEPVPAARSEDRYRNPKGFSTLAQLKQRNTLKDGIIMIQTLLIILFII.... Result: 0 (the proteins do not interact).